From a dataset of Full USPTO retrosynthesis dataset with 1.9M reactions from patents (1976-2016). Predict the reactants needed to synthesize the given product. (1) Given the product [CH3:21][C:20]([O:19][C:17]([N:14]1[CH2:15][CH2:16][CH:12]([C:8]2[C:7]3[C:11](=[C:3]([C:2]([O:36][CH3:35])=[O:1])[CH:4]=[C:5]([C:24]4[CH:25]=[CH:26][CH:27]=[CH:28][CH:29]=4)[CH:6]=3)[NH:10][CH:9]=2)[CH2:13]1)=[O:18])([CH3:23])[CH3:22], predict the reactants needed to synthesize it. The reactants are: [OH:1][CH2:2][C:3]1[CH:4]=[C:5]([C:24]2[CH:29]=[CH:28][CH:27]=[CH:26][CH:25]=2)[CH:6]=[C:7]2[C:11]=1[NH:10][CH:9]=[C:8]2[CH:12]1[CH2:16][CH2:15][N:14]([C:17]([O:19][C:20]([CH3:23])([CH3:22])[CH3:21])=[O:18])[CH2:13]1.[C-]#N.[Na+].C1C[O:36][CH2:35]C1. (2) The reactants are: [F:1][C:2]([F:45])([F:44])[O:3][C:4]1[CH:9]=[CH:8][C:7]([C:10]2[N:14]=[C:13]([C:15]3[CH:16]=[CH:17][C:18](=[O:43])[N:19]([CH2:21][C:22]4[CH:27]=[CH:26][CH:25]=[C:24]([C:28]5([CH2:31][O:32][Si](C(C)C)(C(C)C)C(C)C)[CH2:30][CH2:29]5)[CH:23]=4)[N:20]=3)[O:12][N:11]=2)=[CH:6][CH:5]=1.[F-].C([N+](CCCC)(CCCC)CCCC)CCC. Given the product [OH:32][CH2:31][C:28]1([C:24]2[CH:23]=[C:22]([CH:27]=[CH:26][CH:25]=2)[CH2:21][N:19]2[C:18](=[O:43])[CH:17]=[CH:16][C:15]([C:13]3[O:12][N:11]=[C:10]([C:7]4[CH:8]=[CH:9][C:4]([O:3][C:2]([F:1])([F:45])[F:44])=[CH:5][CH:6]=4)[N:14]=3)=[N:20]2)[CH2:29][CH2:30]1, predict the reactants needed to synthesize it. (3) The reactants are: [Br:1][C:2]1[CH:10]=[CH:9][C:5]([C:6](Cl)=[O:7])=[CH:4][CH:3]=1.N1C=CC=CC=1.[CH3:17][N:18]([CH3:24])[CH:19]1[CH2:23][CH2:22][NH:21][CH2:20]1. Given the product [Br:1][C:2]1[CH:10]=[CH:9][C:5]([C:6]([N:21]2[CH2:22][CH2:23][CH:19]([N:18]([CH3:24])[CH3:17])[CH2:20]2)=[O:7])=[CH:4][CH:3]=1, predict the reactants needed to synthesize it. (4) Given the product [C:10]([C:12]1[CH:17]=[C:16]([C:1]2[CH:6]=[CH:5][CH:4]=[CH:3][CH:2]=2)[CH:15]=[CH:14][C:13]=1[NH:19][S:20]([NH2:23])(=[O:22])=[O:21])#[N:11], predict the reactants needed to synthesize it. The reactants are: [C:1]1(B(O)O)[CH:6]=[CH:5][CH:4]=[CH:3][CH:2]=1.[C:10]([C:12]1[CH:17]=[C:16](Br)[CH:15]=[CH:14][C:13]=1[NH:19][S:20]([NH2:23])(=[O:22])=[O:21])#[N:11].C(=O)([O-])[O-].[K+].[K+]. (5) The reactants are: Br[C:2]1[CH:3]=[CH:4][C:5]([CH3:18])=[C:6]([N:8]2[C:12]3=[N:13][CH:14]=[N:15][C:16]([OH:17])=[C:11]3[CH:10]=[N:9]2)[CH:7]=1.CC1(C)C2C=CC=C(P(C3C=CC=CC=3)C3C=CC=CC=3)C=2OC2C1=CC=CC=2P(C1C=CC=CC=1)C1C=CC=CC=1.[CH3:61][N:62](C=O)C. Given the product [OH:17][C:16]1[N:15]=[CH:14][N:13]=[C:12]2[N:8]([C:6]3[CH:7]=[C:2]([CH:3]=[CH:4][C:5]=3[CH3:18])[C:61]#[N:62])[N:9]=[CH:10][C:11]=12, predict the reactants needed to synthesize it. (6) Given the product [CH2:1]([O:3][C:4]([C:6]1([F:41])[CH2:11][CH2:10][CH2:9][N:8]([CH2:12][CH:13]2[O:18][C:17]3[CH:19]=[CH:20][CH:21]=[CH:22][C:16]=3[O:15][CH2:14]2)[CH2:7]1)=[O:5])[CH3:2], predict the reactants needed to synthesize it. The reactants are: [CH2:1]([O:3][C:4]([CH:6]1[CH2:11][CH2:10][CH2:9][N:8]([CH2:12][CH:13]2[O:18][C:17]3[CH:19]=[CH:20][CH:21]=[CH:22][C:16]=3[O:15][CH2:14]2)[CH2:7]1)=[O:5])[CH3:2].[Li+].CC([N-]C(C)C)C.C1C=CC(S(N(S(C2C=CC=CC=2)(=O)=O)[F:41])(=O)=O)=CC=1. (7) Given the product [CH3:1][O:2][C:3]1[CH:8]=[CH:7][C:6]([C:9]2[O:13][C:12]([C:14]3[CH:22]=[C:21]4[C:17]([CH:18]=[C:19]([C:23]5[C:28]([CH3:29])=[CH:27][C:26]([CH2:30][CH2:31][C:32]([OH:34])=[O:33])=[CH:25][C:24]=5[CH3:36])[NH:20]4)=[CH:16][CH:15]=3)=[N:11][N:10]=2)=[CH:5][CH:4]=1, predict the reactants needed to synthesize it. The reactants are: [CH3:1][O:2][C:3]1[CH:8]=[CH:7][C:6]([C:9]2[O:13][C:12]([C:14]3[CH:22]=[C:21]4[C:17]([CH:18]=[C:19]([C:23]5[C:28]([CH3:29])=[CH:27][C:26]([CH2:30][CH2:31][C:32]([O:34]C)=[O:33])=[CH:25][C:24]=5[CH3:36])[NH:20]4)=[CH:16][CH:15]=3)=[N:11][N:10]=2)=[CH:5][CH:4]=1.[OH-].[Na+].C1COCC1. (8) Given the product [I-:22].[C:11]([O:15][C:16]([N:18]1[CH2:21][CH:20]([Zn+:1])[CH2:19]1)=[O:17])([CH3:14])([CH3:13])[CH3:12], predict the reactants needed to synthesize it. The reactants are: [Zn:1].Cl[Si](C)(C)C.BrCCBr.[C:11]([O:15][C:16]([N:18]1[CH2:21][CH:20]([I:22])[CH2:19]1)=[O:17])([CH3:14])([CH3:13])[CH3:12]. (9) Given the product [Cl:1][C:2]1[C:7]([CH3:8])=[CH:6][C:5]([C:9](=[O:11])[CH3:10])=[C:4]([O:12][C:14]2[C:23]3[C:18](=[CH:19][C:20]([O:26][CH3:27])=[C:21]([O:24][CH3:25])[CH:22]=3)[N:17]=[CH:16][CH:15]=2)[CH:3]=1, predict the reactants needed to synthesize it. The reactants are: [Cl:1][C:2]1[C:7]([CH3:8])=[CH:6][C:5]([C:9](=[O:11])[CH3:10])=[C:4]([OH:12])[CH:3]=1.Cl[C:14]1[C:23]2[C:18](=[CH:19][C:20]([O:26][CH3:27])=[C:21]([O:24][CH3:25])[CH:22]=2)[N:17]=[CH:16][CH:15]=1.O. (10) Given the product [N:31]12[CH2:30][CH2:29][CH:28]([CH2:41][CH2:42]1)[C@@H:27]([NH:32][C:14]([C:3]1[S:4][C:5]3[CH:10]=[C:9]([N+:11]([O-:13])=[O:12])[CH:8]=[CH:7][C:6]=3[C:2]=1[Cl:1])=[O:16])[CH2:26]2, predict the reactants needed to synthesize it. The reactants are: [Cl:1][C:2]1[C:6]2[CH:7]=[CH:8][C:9]([N+:11]([O-:13])=[O:12])=[CH:10][C:5]=2[S:4][C:3]=1[C:14]([OH:16])=O.CN(C(ON1N=[N:32][C:27]2[CH:28]=[CH:29][CH:30]=[N:31][C:26]1=2)=[N+](C)C)C.F[P-](F)(F)(F)(F)F.[CH:41](N(CC)C(C)C)(C)[CH3:42].CN(C=O)C.